This data is from Full USPTO retrosynthesis dataset with 1.9M reactions from patents (1976-2016). The task is: Predict the reactants needed to synthesize the given product. (1) Given the product [Br:1][C:2]1[CH:7]=[CH:6][C:5]([O:8][C:11]2[CH:16]=[CH:15][CH:14]=[CH:13][CH:12]=2)=[C:4]([F:9])[C:3]=1[F:10], predict the reactants needed to synthesize it. The reactants are: [Br:1][C:2]1[CH:7]=[CH:6][C:5]([OH:8])=[C:4]([F:9])[C:3]=1[F:10].[C:11]1(B(O)O)[CH:16]=[CH:15][CH:14]=[CH:13][CH:12]=1.C(Cl)Cl. (2) The reactants are: Br[C:2]1[CH:3]=[C:4]([CH:8]=[CH:9][C:10]=1[O:11][C:12]1[CH:17]=[CH:16][C:15]([Cl:18])=[C:14]([Cl:19])[CH:13]=1)[C:5]([OH:7])=[O:6].[CH2:20]([Zn]CC)[CH3:21].CCCCCC. Given the product [Cl:19][C:14]1[CH:13]=[C:12]([CH:17]=[CH:16][C:15]=1[Cl:18])[O:11][C:10]1[CH:9]=[CH:8][C:4]([C:5]([OH:7])=[O:6])=[CH:3][C:2]=1[CH2:20][CH3:21], predict the reactants needed to synthesize it. (3) Given the product [Cl:17][C:11]1[C:10]2[CH:9]=[CH:8][CH:7]=[CH:6][C:5]=2[N:4]=[C:3]2[CH2:2][N:20]([CH2:18][CH3:19])[C:13](=[O:15])[C:12]=12, predict the reactants needed to synthesize it. The reactants are: Br[CH2:2][C:3]1[C:12]([C:13]([O:15]C)=O)=[C:11]([Cl:17])[C:10]2[C:5](=[CH:6][CH:7]=[CH:8][CH:9]=2)[N:4]=1.[CH2:18]([NH2:20])[CH3:19]. (4) The reactants are: C([N:8]1[CH2:12][CH2:11][CH:10]([O:13][C:14]([N:16]2[CH2:21][CH2:20][CH:19]([O:22][C:23]3[CH:28]=[C:27]([N:29]4[C:37]5[C:32](=[CH:33][C:34]([S:38]([CH3:41])(=[O:40])=[O:39])=[CH:35][CH:36]=5)[CH2:31][CH2:30]4)[N:26]=[CH:25][N:24]=3)[CH2:18][CH2:17]2)=[O:15])[CH2:9]1)C1C=CC=CC=1.[H][H]. Given the product [NH:8]1[CH2:12][CH2:11][CH:10]([O:13][C:14]([N:16]2[CH2:21][CH2:20][CH:19]([O:22][C:23]3[CH:28]=[C:27]([N:29]4[C:37]5[C:32](=[CH:33][C:34]([S:38]([CH3:41])(=[O:40])=[O:39])=[CH:35][CH:36]=5)[CH2:31][CH2:30]4)[N:26]=[CH:25][N:24]=3)[CH2:18][CH2:17]2)=[O:15])[CH2:9]1, predict the reactants needed to synthesize it. (5) Given the product [CH3:15][NH:16][CH2:2][CH2:3][CH2:4][O:5][C:6]1[CH:11]=[CH:10][CH:9]=[C:8]([N+:12]([O-:14])=[O:13])[CH:7]=1, predict the reactants needed to synthesize it. The reactants are: Cl[CH2:2][CH2:3][CH2:4][O:5][C:6]1[CH:11]=[CH:10][CH:9]=[C:8]([N+:12]([O-:14])=[O:13])[CH:7]=1.[CH3:15][NH2:16]. (6) Given the product [NH:10]([C:7]1[CH:8]=[CH:9][C:4]([C:3]([O:2][CH3:1])=[O:13])=[C:5]([O:11][CH3:12])[CH:6]=1)[NH2:14], predict the reactants needed to synthesize it. The reactants are: [CH3:1][O:2][C:3](=[O:13])[C:4]1[CH:9]=[CH:8][C:7]([NH2:10])=[CH:6][C:5]=1[O:11][CH3:12].[N:14]([O-])=O.[Na+].S(S([O-])=O)([O-])(=O)=O.[Na+].[Na+]. (7) Given the product [Br:1][C:2]1[N:6]2[CH:7]=[C:8]([C:11]([N:34]([C:31]3[CH:32]=[CH:33][C:28]([F:27])=[CH:29][CH:30]=3)[CH3:35])=[O:13])[N:9]=[CH:10][C:5]2=[N:4][CH:3]=1, predict the reactants needed to synthesize it. The reactants are: [Br:1][C:2]1[N:6]2[CH:7]=[C:8]([C:11]([OH:13])=O)[N:9]=[CH:10][C:5]2=[N:4][CH:3]=1.C(Cl)(=O)C(Cl)=O.C(N(CC)CC)C.[F:27][C:28]1[CH:33]=[CH:32][C:31]([NH:34][CH3:35])=[CH:30][CH:29]=1. (8) Given the product [N:1]1[N:2]2[CH:9]=[C:8]([CH2:10][CH2:11][O:12][C:14]3[CH:36]=[CH:35][C:17]4[CH2:18][CH:19]([CH2:29][C:30]([O:32][CH2:33][CH3:34])=[O:31])[C:20](=[O:28])[N:21]([CH2:23][C:24]([F:26])([F:27])[F:25])[CH2:22][C:16]=4[CH:15]=3)[N:7]=[C:3]2[N:4]=[CH:5][CH:6]=1, predict the reactants needed to synthesize it. The reactants are: [N:1]1[N:2]2[CH:9]=[C:8]([CH2:10][CH2:11][OH:12])[N:7]=[C:3]2[N:4]=[CH:5][CH:6]=1.O[C:14]1[CH:36]=[CH:35][C:17]2[CH2:18][CH:19]([CH2:29][C:30]([O:32][CH2:33][CH3:34])=[O:31])[C:20](=[O:28])[N:21]([CH2:23][C:24]([F:27])([F:26])[F:25])[CH2:22][C:16]=2[CH:15]=1.C1(P(C2C=CC=CC=2)C2C=CC=CC=2)C=CC=CC=1.N(C(OC(C)C)=O)=NC(OC(C)C)=O. (9) Given the product [CH2:1]([O:3][C:4](=[O:27])[CH2:5][CH2:6][N:7]1[CH:13]=[C:12]([CH:15]([CH3:16])[CH3:17])[C:11]([C:19]2[CH:24]=[CH:23][C:22]([Br:25])=[C:21]([Cl:26])[CH:20]=2)([CH3:18])[NH:10][C:8]1=[O:9])[CH3:2], predict the reactants needed to synthesize it. The reactants are: [CH2:1]([O:3][C:4](=[O:27])[CH2:5][CH2:6][NH:7][C:8]([NH:10][C:11]([C:19]1[CH:24]=[CH:23][C:22]([Br:25])=[C:21]([Cl:26])[CH:20]=1)([CH3:18])[CH:12]([CH:15]([CH3:17])[CH3:16])[CH:13]=C)=[O:9])[CH3:2].CSC.C(O)C.